Dataset: Full USPTO retrosynthesis dataset with 1.9M reactions from patents (1976-2016). Task: Predict the reactants needed to synthesize the given product. (1) Given the product [CH:1]12[CH2:10][CH:5]3[CH2:6][CH:7]([CH2:9][CH:3]([CH2:4]3)[CH:2]1[NH:11][C:12]([C:14]1[CH:15]=[N:16][N:17]([C:20]3[CH:25]=[CH:24][CH:23]=[CH:22][CH:21]=3)[C:18]=1[NH:29][CH2:28][CH2:26][OH:27])=[O:13])[CH2:8]2, predict the reactants needed to synthesize it. The reactants are: [CH:1]12[CH2:10][CH:5]3[CH2:6][CH:7]([CH2:9][CH:3]([CH2:4]3)[CH:2]1[NH:11][C:12]([C:14]1[CH:15]=[N:16][N:17]([C:20]3[CH:25]=[CH:24][CH:23]=[CH:22][CH:21]=3)[C:18]=1Cl)=[O:13])[CH2:8]2.[CH2:26]([CH2:28][NH2:29])[OH:27]. (2) Given the product [CH2:16]([O:15][C:12]1[CH:13]=[CH:14][C:5]([C@@H:3]([OH:4])[CH2:2][Br:1])=[C:6]2[C:11]=1[NH:10][C:9](=[O:23])[CH:8]=[CH:7]2)[C:17]1[CH:18]=[CH:19][CH:20]=[CH:21][CH:22]=1, predict the reactants needed to synthesize it. The reactants are: [Br:1][CH2:2][C:3]([C:5]1[CH:14]=[CH:13][C:12]([O:15][CH2:16][C:17]2[CH:22]=[CH:21][CH:20]=[CH:19][CH:18]=2)=[C:11]2[C:6]=1[CH:7]=[CH:8][C:9](=[O:23])[NH:10]2)=[O:4].C1(C)C=CC=CC=1.B.CSC. (3) Given the product [P:35]([O:38][CH2:39][C@@H:40]([OH:44])[C@@H:41]([OH:55])[C@H:42]([OH:54])[C@@H:43]([OH:12])[C:4]([C:8](=[O:10])[CH2:7][Br:6])=[O:5])([OH:34])([OH:37])=[O:36], predict the reactants needed to synthesize it. The reactants are: CN([CH:4]=[O:5])C.[Br:6][CH2:7][C:8]([OH:10])=O.C(=O)([O-])[O-:12].C1N=C(N)C2N=CN([C@@H]3O[C@H](COP([O:34][P:35]([O:38][CH2:39][C@H:40]4[O:44][C@@H:43](N5C=C(C(N)=O)CC=C5)[C@H:42]([OH:54])[C@@H:41]4[OH:55])([OH:37])=[O:36])(O)=O)[C@@H](O)[C@H]3O)C=2N=1.